This data is from TCR-epitope binding with 47,182 pairs between 192 epitopes and 23,139 TCRs. The task is: Binary Classification. Given a T-cell receptor sequence (or CDR3 region) and an epitope sequence, predict whether binding occurs between them. (1) The epitope is KLSYGIATV. The TCR CDR3 sequence is CASSYGQGLSNQPQHF. Result: 1 (the TCR binds to the epitope). (2) The epitope is EILDITPCSF. The TCR CDR3 sequence is CASSLYRDRGETQYF. Result: 1 (the TCR binds to the epitope). (3) The epitope is WICLLQFAY. The TCR CDR3 sequence is CASSYSLAGNPYEQYF. Result: 1 (the TCR binds to the epitope).